Dataset: Retrosynthesis with 50K atom-mapped reactions and 10 reaction types from USPTO. Task: Predict the reactants needed to synthesize the given product. (1) Given the product CC(C)(O)CNC(=O)c1cc(Cl)n2c(CC3CCC(F)(F)CC3)c(C(F)(F)F)nc2c1, predict the reactants needed to synthesize it. The reactants are: CC(C)(O)CN.O=C(O)c1cc(Cl)n2c(CC3CCC(F)(F)CC3)c(C(F)(F)F)nc2c1. (2) Given the product CN(Cc1ccccc1)C(=O)CNC(=O)N1CCN(c2cc(N)nc3cc(Cl)ccc23)CC1, predict the reactants needed to synthesize it. The reactants are: CNCc1ccccc1.Nc1cc(N2CCN(C(=O)NCC(=O)O)CC2)c2ccc(Cl)cc2n1. (3) Given the product Clc1ccc(NC2CCNCC2)cc1, predict the reactants needed to synthesize it. The reactants are: CC(C)(C)OC(=O)N1CCC(Nc2ccc(Cl)cc2)CC1. (4) Given the product CCc1nnc2n1CCNC2, predict the reactants needed to synthesize it. The reactants are: CCc1nnc2n1CCNC2Cl. (5) Given the product CC1(C)OB(c2ccc3oc(-c4ccc(C(F)(F)F)cc4)nc3c2)OC1(C)C, predict the reactants needed to synthesize it. The reactants are: CC1(C)OB(B2OC(C)(C)C(C)(C)O2)OC1(C)C.FC(F)(F)c1ccc(-c2nc3cc(Br)ccc3o2)cc1. (6) Given the product O=C(O)Cn1nc(C(F)(F)F)c2c1CCCC2, predict the reactants needed to synthesize it. The reactants are: CC(C)(C)OC(=O)Cn1nc(C(F)(F)F)c2c1CCCC2. (7) Given the product O=C(CCl)c1ccc(F)cn1, predict the reactants needed to synthesize it. The reactants are: CON(C)C(=O)CCl.Fc1ccc(Br)nc1. (8) Given the product CC#CCOc1cc(N2CCC(C)(C)C2)ncn1, predict the reactants needed to synthesize it. The reactants are: CC#CCOc1cc(Cl)ncn1.CC1(C)CCNC1. (9) Given the product Cc1ccc2ncc(C(=O)NC3CCCC3)c(=O)n2c1, predict the reactants needed to synthesize it. The reactants are: Cc1ccc2ncc(C(=O)O)c(=O)n2c1.NC1CCCC1. (10) The reactants are: Cc1nc(N2C[C@H](C)N(Cc3ccc(F)cc3)C2=O)sc1C(=O)O.NCc1ccc(F)c(F)c1. Given the product Cc1nc(N2C[C@H](C)N(Cc3ccc(F)cc3)C2=O)sc1C(=O)NCc1ccc(F)c(F)c1, predict the reactants needed to synthesize it.